Dataset: Forward reaction prediction with 1.9M reactions from USPTO patents (1976-2016). Task: Predict the product of the given reaction. (1) Given the reactants [O:1]=[C:2](Cl)OC(Cl)(Cl)Cl.C1(C)C=CC=CC=1.O1CCCC1.[NH2:21][C@H:22]([C:45]1[CH:50]=[CH:49][C:48]([O:51][CH3:52])=[CH:47][CH:46]=1)[C:23]([NH:25][C@@H:26]([C@H:37]([C:39]1[CH:44]=[CH:43][CH:42]=[CH:41][CH:40]=1)[CH3:38])[C:27]([NH:29][C:30]1[CH:35]=[CH:34][C:33]([Br:36])=[CH:32][CH:31]=1)=[O:28])=[O:24].C(N(CC)C(C)C)(C)C, predict the reaction product. The product is: [Br:36][C:33]1[CH:34]=[CH:35][C:30]([NH:29][C:27](=[O:28])[C@@H:26]([N:25]2[C:23](=[O:24])[C@@H:22]([C:45]3[CH:50]=[CH:49][C:48]([O:51][CH3:52])=[CH:47][CH:46]=3)[NH:21][C:2]2=[O:1])[C@H:37]([C:39]2[CH:44]=[CH:43][CH:42]=[CH:41][CH:40]=2)[CH3:38])=[CH:31][CH:32]=1. (2) Given the reactants [Cl:1][C:2]1[CH:34]=[CH:33][C:5]([CH2:6][CH2:7][N:8]([CH2:22][C:23]2[CH:28]=[CH:27][C:26]([C:29]([O:31]C)=[O:30])=[CH:25][CH:24]=2)[CH:9]2[CH2:14][CH2:13][N:12]([C:15]([O:17][C:18]([CH3:21])([CH3:20])[CH3:19])=[O:16])[CH2:11][CH2:10]2)=[CH:4][CH:3]=1.[OH-].[Na+].Cl, predict the reaction product. The product is: [C:18]([O:17][C:15]([N:12]1[CH2:11][CH2:10][CH:9]([N:8]([CH2:22][C:23]2[CH:24]=[CH:25][C:26]([C:29]([OH:31])=[O:30])=[CH:27][CH:28]=2)[CH2:7][CH2:6][C:5]2[CH:33]=[CH:34][C:2]([Cl:1])=[CH:3][CH:4]=2)[CH2:14][CH2:13]1)=[O:16])([CH3:21])([CH3:19])[CH3:20].